Dataset: Forward reaction prediction with 1.9M reactions from USPTO patents (1976-2016). Task: Predict the product of the given reaction. (1) Given the reactants [C:1]([O:5][C:6](=[O:30])[NH:7][C:8]1[CH:13]=[CH:12][C:11]([C:14]#[C:15][C:16]2[CH:21]=[CH:20][C:19]([O:22][C:23]([F:26])([F:25])[F:24])=[CH:18][CH:17]=2)=[CH:10][C:9]=1[N+:27]([O-])=O)([CH3:4])([CH3:3])[CH3:2].O.O.Cl[Sn]Cl, predict the reaction product. The product is: [C:1]([O:5][C:6](=[O:30])[NH:7][C:8]1[CH:13]=[CH:12][C:11]([C:14]#[C:15][C:16]2[CH:21]=[CH:20][C:19]([O:22][C:23]([F:26])([F:25])[F:24])=[CH:18][CH:17]=2)=[CH:10][C:9]=1[NH2:27])([CH3:4])([CH3:2])[CH3:3]. (2) Given the reactants N#N.[CH3:3][C:4]1([C:9]2[CH:10]=[C:11]([CH:14]=[CH:15][CH:16]=2)[CH:12]=[O:13])[O:8][CH2:7][CH2:6][O:5]1.[BH4-].[Na+].O, predict the reaction product. The product is: [CH3:3][C:4]1([C:9]2[CH:10]=[C:11]([CH2:12][OH:13])[CH:14]=[CH:15][CH:16]=2)[O:5][CH2:6][CH2:7][O:8]1. (3) Given the reactants [CH:1]1([S:4]([C:7]2[CH:12]=[CH:11][C:10]([CH:13]([C:21]3[NH:25][C:24]([C:26]4[N:31]=[CH:30][C:29]([CH:32]=O)=[CH:28][CH:27]=4)=[CH:23][CH:22]=3)[CH2:14][CH:15]3[CH2:20][CH2:19][O:18][CH2:17][CH2:16]3)=[CH:9][CH:8]=2)(=[O:6])=[O:5])[CH2:3][CH2:2]1.[C:34]([N:37]1[CH2:42][CH2:41][NH:40][C@@H:39]([CH3:43])[CH2:38]1)(=[O:36])[CH3:35].C(O[BH-](OC(=O)C)OC(=O)C)(=O)C.[Na+], predict the reaction product. The product is: [C:34]([N:37]1[CH2:42][CH2:41][N:40]([CH2:32][C:29]2[CH:30]=[N:31][C:26]([C:24]3[NH:25][C:21]([CH:13]([C:10]4[CH:9]=[CH:8][C:7]([S:4]([CH:1]5[CH2:3][CH2:2]5)(=[O:6])=[O:5])=[CH:12][CH:11]=4)[CH2:14][CH:15]4[CH2:16][CH2:17][O:18][CH2:19][CH2:20]4)=[CH:22][CH:23]=3)=[CH:27][CH:28]=2)[C@@H:39]([CH3:43])[CH2:38]1)(=[O:36])[CH3:35].